This data is from Catalyst prediction with 721,799 reactions and 888 catalyst types from USPTO. The task is: Predict which catalyst facilitates the given reaction. (1) The catalyst class is: 10. Reactant: Cl[CH2:2][CH:3]=O.[NH2:5][CH2:6][CH2:7][NH:8][CH2:9][CH2:10][NH:11][CH2:12][CH2:13][NH2:14]. Product: [NH:8]1[CH:9]2[CH2:10][N:11]([CH2:12][CH2:13][NH2:14])[CH2:2][CH2:3][N:5]2[CH2:6][CH2:7]1. (2) Product: [Cl:19][C:20]1[CH:25]=[CH:24][C:23]([O:26][C:2]2[N:17]=[CH:16][C:15]([F:18])=[CH:14][C:3]=2[C:4]([NH:6][C@H:7]2[CH2:12][CH2:11][C@H:10]([OH:13])[CH2:9][CH2:8]2)=[O:5])=[CH:22][C:21]=1[S:27][CH3:28]. The catalyst class is: 9. Reactant: Cl[C:2]1[N:17]=[CH:16][C:15]([F:18])=[CH:14][C:3]=1[C:4]([NH:6][C@H:7]1[CH2:12][CH2:11][C@H:10]([OH:13])[CH2:9][CH2:8]1)=[O:5].[Cl:19][C:20]1[CH:25]=[CH:24][C:23]([OH:26])=[CH:22][C:21]=1[S:27][CH3:28].C(=O)([O-])[O-].[Cs+].[Cs+]. (3) Reactant: Cl[C:2]1[N:3]=[CH:4][C:5]([C:8]([NH:10][C:11]2[NH:12][N:13]=[C:14]([CH2:16][CH2:17][C:18]3[CH:23]=[C:22]([O:24][CH3:25])[CH:21]=[C:20]([O:26][CH3:27])[CH:19]=3)[CH:15]=2)=[O:9])=[N:6][CH:7]=1.CN1[C@@H](C)CNC[C@H]1C.[CH3:37][C@H:38]1[CH2:43][NH:42][CH2:41][C@@H:40]([CH3:44])[N:39]1[CH2:45][C:46]#[N:47].C(N(C(C)C)C(C)C)C. Product: [C:46]([CH2:45][N:39]1[C@@H:38]([CH3:37])[CH2:43][N:42]([C:2]2[N:3]=[CH:4][C:5]([C:8]([NH:10][C:11]3[NH:12][N:13]=[C:14]([CH2:16][CH2:17][C:18]4[CH:23]=[C:22]([O:24][CH3:25])[CH:21]=[C:20]([O:26][CH3:27])[CH:19]=4)[CH:15]=3)=[O:9])=[N:6][CH:7]=2)[CH2:41][C@H:40]1[CH3:44])#[N:47]. The catalyst class is: 376. (4) Reactant: [NH:1]1[CH2:4][CH:3]([C:5]2[CH:6]=[CH:7][C:8]3[O:17][CH2:16][CH2:15][C:14]4[N:10]([N:11]=[C:12]([C:18]5[N:19]([CH:23]([CH3:25])[CH3:24])[N:20]=[CH:21][N:22]=5)[CH:13]=4)[C:9]=3[CH:26]=2)[CH2:2]1.Br[CH2:28][C:29]([NH2:31])=[O:30].CO. Product: [CH:23]([N:19]1[C:18]([C:12]2[CH:13]=[C:14]3[N:10]([C:9]4[CH:26]=[C:5]([CH:3]5[CH2:2][N:1]([CH2:28][C:29]([NH2:31])=[O:30])[CH2:4]5)[CH:6]=[CH:7][C:8]=4[O:17][CH2:16][CH2:15]3)[N:11]=2)=[N:22][CH:21]=[N:20]1)([CH3:24])[CH3:25]. The catalyst class is: 2. (5) Reactant: [C:1]([C:3]1[CH:10]=[CH:9][C:6]([CH2:7]Br)=[CH:5][CH:4]=1)#[N:2].[NH:11]1[CH2:16][CH2:15][O:14][CH2:13][CH2:12]1. Product: [N:11]1([CH2:7][C:6]2[CH:9]=[CH:10][C:3]([C:1]#[N:2])=[CH:4][CH:5]=2)[CH2:16][CH2:15][O:14][CH2:13][CH2:12]1. The catalyst class is: 23.